Dataset: Catalyst prediction with 721,799 reactions and 888 catalyst types from USPTO. Task: Predict which catalyst facilitates the given reaction. (1) Reactant: C([O:4][C@H:5]1[C@H:10]([O:11]C(=O)C)[CH2:9][C@H:8]([C:15]2[CH:20]=[CH:19][N:18]=[CH:17][C:16]=2[NH:21][C:22](=[O:38])[C:23]2[CH:28]=[CH:27][C:26]([F:29])=[C:25]([C:30]3[C:35]([F:36])=[CH:34][CH:33]=[CH:32][C:31]=3[F:37])[N:24]=2)[O:7][C@@H:6]1[CH2:39][O:40][S:41]([C:44]1[CH:50]=[CH:49][C:47]([CH3:48])=[CH:46][CH:45]=1)(=[O:43])=[O:42])(=O)C.C(O[C@H]1CC[C@H](C2C=CN=CC=2NC(=O)C2C=CC(F)=C(C3C(F)=CC=CC=3F)N=2)O[C@@H]1COS(C1C=CC(C)=CC=1)(=O)=O)(=O)C.C(=O)([O-])[O-].[K+].[K+]. Product: [CH3:48][C:47]1[CH:49]=[CH:50][C:44]([S:41]([O:40][CH2:39][C@@H:6]2[C@@H:5]([OH:4])[C@H:10]([OH:11])[CH2:9][C@H:8]([C:15]3[CH:20]=[CH:19][N:18]=[CH:17][C:16]=3[NH:21][C:22](=[O:38])[C:23]3[CH:28]=[CH:27][C:26]([F:29])=[C:25]([C:30]4[C:31]([F:37])=[CH:32][CH:33]=[CH:34][C:35]=4[F:36])[N:24]=3)[O:7]2)(=[O:43])=[O:42])=[CH:45][CH:46]=1. The catalyst class is: 14. (2) Reactant: [OH:1][C:2]1[CH:7]=[C:6](O)[CH:5]=[C:4]([CH3:9])[N:3]=1.P(Br)(Br)([Br:12])=O.C(=O)([O-])[O-].[Na+].[Na+].Cl[C:22]([F:27])([F:26])C([O-])=O.[Na+].[Cl-].[NH4+]. Product: [Br:12][C:6]1[CH:5]=[C:4]([CH3:9])[N:3]=[C:2]([O:1][CH:22]([F:27])[F:26])[CH:7]=1. The catalyst class is: 145.